This data is from Orexin1 receptor HTS with 218,158 compounds and 233 confirmed actives. The task is: Binary Classification. Given a drug SMILES string, predict its activity (active/inactive) in a high-throughput screening assay against a specified biological target. (1) The compound is S=C(Nc1cc(OC)ccc1)C(/[n+]1ccccc1)=C(\[O-])c1cc([N+]([O-])=O)c(cc1)C. The result is 0 (inactive). (2) The molecule is O(c1c(c2c(cc1)cccc2)CNc1n(nnn1)CC)CC. The result is 0 (inactive).